From a dataset of Peptide-MHC class II binding affinity with 134,281 pairs from IEDB. Regression. Given a peptide amino acid sequence and an MHC pseudo amino acid sequence, predict their binding affinity value. This is MHC class II binding data. The peptide sequence is GDLYIFESRAICKYA. The binding affinity (normalized) is 0.297. The MHC is HLA-DQA10401-DQB10402 with pseudo-sequence HLA-DQA10401-DQB10402.